This data is from KCNQ2 potassium channel screen with 302,405 compounds. The task is: Binary Classification. Given a drug SMILES string, predict its activity (active/inactive) in a high-throughput screening assay against a specified biological target. (1) The result is 0 (inactive). The compound is o1c2c(n(CC(=O)Nc3ccc(N4CCC(CC4)C)cc3)c1=O)cccc2. (2) The compound is S(=O)(=O)(N(C)C)c1cc(NC(=O)C2N(Cc3c(C2)cccc3)C(=O)c2ccccc2)ccc1. The result is 0 (inactive). (3) The molecule is O1CCN(CC1)Cc1ccc(OC)cc1. The result is 0 (inactive). (4) The compound is O=C(NC1CCCc2c1cccc2)c1c(NCCOC)ccc([N+]([O-])=O)c1. The result is 0 (inactive). (5) The drug is S(=O)(=O)(CC(=O)c1cc2OCCOc2cc1)c1ccc(cc1)C. The result is 0 (inactive). (6) The compound is n12CCCc1nc(c2)c1ccccc1. The result is 0 (inactive). (7) The molecule is Brc1oc(C(=O)NNC(=O)Cc2ccccc2)cc1. The result is 0 (inactive).